From a dataset of Forward reaction prediction with 1.9M reactions from USPTO patents (1976-2016). Predict the product of the given reaction. (1) Given the reactants [CH3:1][C:2]1[CH:7]=[CH:6][C:5]([C:8]2[N:12]=[C:11]([CH3:13])[O:10][N:9]=2)=[CH:4][C:3]=1[NH:14][C:15]([C:17]1[N:21]2[CH:22]=[C:23](B(O)O)[CH:24]=[CH:25][C:20]2=[N:19][CH:18]=1)=[O:16].Br[C:30]1[S:34][C:33]([C:35]([O:37][CH2:38][CH3:39])=[O:36])=[N:32][C:31]=1[CH3:40].C(=O)([O-])[O-].[Cs+].[Cs+], predict the reaction product. The product is: [CH3:40][C:31]1[N:32]=[C:33]([C:35]([O:37][CH2:38][CH3:39])=[O:36])[S:34][C:30]=1[C:23]1[CH:24]=[CH:25][C:20]2[N:21]([C:17]([C:15](=[O:16])[NH:14][C:3]3[CH:4]=[C:5]([C:8]4[N:12]=[C:11]([CH3:13])[O:10][N:9]=4)[CH:6]=[CH:7][C:2]=3[CH3:1])=[CH:18][N:19]=2)[CH:22]=1. (2) Given the reactants [Br:1][C:2]1[CH:3]=[C:4]([OH:8])[CH:5]=[CH:6][CH:7]=1.CS(O[CH2:14][CH:15]1[CH2:20][CH2:19][O:18][CH2:17][CH2:16]1)(=O)=O.C1(O)C=CC=CC=1.O[C@@H](C1C=CC=C(O)C=1)CCNC(=O)OC(C)(C)C, predict the reaction product. The product is: [Br:1][C:2]1[CH:3]=[C:4]([CH:5]=[CH:6][CH:7]=1)[O:8][CH2:14][CH:15]1[CH2:20][CH2:19][O:18][CH2:17][CH2:16]1. (3) Given the reactants [Cl:1][C:2]1[CH:3]=[CH:4][C:5]([OH:18])=[C:6]([C:8]2[CH:9]=[CH:10][C:11]3[O:15][C:14](=[O:16])[NH:13][C:12]=3[CH:17]=2)[CH:7]=1.C(=O)([O-])[O-].[K+].[K+].[CH3:25][O:26][C:27]1[CH:51]=[C:50]([O:52][CH3:53])[CH:49]=[CH:48][C:28]=1[CH2:29][N:30]([C:42]1[N:47]=[CH:46][CH:45]=[CH:44][N:43]=1)[S:31]([C:34]1[CH:39]=[CH:38][C:37](F)=[C:36]([F:41])[CH:35]=1)(=[O:33])=[O:32], predict the reaction product. The product is: [Cl:1][C:2]1[CH:3]=[CH:4][C:5]([O:18][C:37]2[CH:38]=[CH:39][C:34]([S:31]([N:30]([CH2:29][C:28]3[CH:48]=[CH:49][C:50]([O:52][CH3:53])=[CH:51][C:27]=3[O:26][CH3:25])[C:42]3[N:43]=[CH:44][CH:45]=[CH:46][N:47]=3)(=[O:32])=[O:33])=[CH:35][C:36]=2[F:41])=[C:6]([C:8]2[CH:9]=[CH:10][C:11]3[O:15][C:14](=[O:16])[NH:13][C:12]=3[CH:17]=2)[CH:7]=1. (4) Given the reactants [CH:1]([C:4]1[N:5]=[C:6]([C:9]2[CH:18]=[C:17]([O:19][CH:20]3[CH2:38][CH:37]4[CH:22]([C:23](=[O:43])[NH:24][CH2:25][CH2:26][CH2:27][CH2:28][CH2:29][CH:30]=[CH:31][CH:32]5[C:34]([C:40](O)=[O:41])([NH:35][C:36]4=[O:39])[CH2:33]5)[CH2:21]3)[C:16]3[C:11](=[C:12]([CH3:46])[C:13]([O:44][CH3:45])=[CH:14][CH:15]=3)[N:10]=2)[S:7][CH:8]=1)([CH3:3])[CH3:2].[CH:47]1([S:50]([NH2:53])(=[O:52])=[O:51])[CH2:49][CH2:48]1.C(C1N=C(C2C=C(OC3CC4C(C(=O)N(C)CCCCC=CC5C(C(NS(C6CC6)(=O)=O)=O)(NC4=O)C5)C3)C3C(=C(C)C(OC)=CC=3)N=2)SC=1)(C)C, predict the reaction product. The product is: [CH:1]([C:4]1[N:5]=[C:6]([C:9]2[CH:18]=[C:17]([O:19][CH:20]3[CH2:38][CH:37]4[CH:22]([C:23](=[O:43])[NH:24][CH2:25][CH2:26][CH2:27][CH2:28][CH2:29][CH:30]=[CH:31][CH:32]5[C:34]([C:40]([NH:53][S:50]([CH:47]6[CH2:49][CH2:48]6)(=[O:52])=[O:51])=[O:41])([NH:35][C:36]4=[O:39])[CH2:33]5)[CH2:21]3)[C:16]3[C:11](=[C:12]([CH3:46])[C:13]([O:44][CH3:45])=[CH:14][CH:15]=3)[N:10]=2)[S:7][CH:8]=1)([CH3:2])[CH3:3]. (5) The product is: [C:1]([N:8]1[C:16]2[C:11](=[CH:12][CH:13]=[CH:14][CH:15]=2)[CH2:10][C@H:9]1[CH2:17][O:18][S:25]([C:20]1[CH:19]=[CH:24][C:23]([CH3:31])=[CH:22][CH:21]=1)(=[O:26])=[O:27])([O:3][C:4]([CH3:7])([CH3:6])[CH3:5])=[O:2]. Given the reactants [C:1]([N:8]1[C:16]2[C:11](=[CH:12][CH:13]=[CH:14][CH:15]=2)[CH2:10][C@H:9]1[CH2:17][OH:18])([O:3][C:4]([CH3:7])([CH3:6])[CH3:5])=[O:2].[C:19]1(C)[C:20]([S:25](Cl)(=[O:27])=[O:26])=[CH:21][CH:22]=[CH:23][CH:24]=1.N1C=CC=C[CH:31]=1.O, predict the reaction product.